Task: Predict the product of the given reaction.. Dataset: Forward reaction prediction with 1.9M reactions from USPTO patents (1976-2016) (1) Given the reactants [CH3:1][O:2][C:3]1[C:8]2[C:9]([C:31]3[CH:32]=[N:33][NH:34][CH:35]=3)=[N:10][N:11](C(C3C=CC=CC=3)(C3C=CC=CC=3)C3C=CC=CC=3)[C:7]=2[CH:6]=[CH:5][N:4]=1.Br[CH2:37][CH:38]1[CH2:41][CH2:40][CH2:39]1, predict the reaction product. The product is: [CH:38]1([CH2:37][N:34]2[CH:35]=[C:31]([C:9]3[C:8]4[C:3]([O:2][CH3:1])=[N:4][CH:5]=[CH:6][C:7]=4[NH:11][N:10]=3)[CH:32]=[N:33]2)[CH2:41][CH2:40][CH2:39]1. (2) Given the reactants [C:1]([O:5][C:6]([N:8]([CH2:21][CH:22]1[CH2:27][CH2:26][N:25]([C:28]2[C:37]([F:38])=[CH:36][C:31]([C:32]([O:34]C)=[O:33])=[CH:30][C:29]=2[F:39])[CH2:24][CH:23]1[C:40]1[CH:45]=[CH:44][CH:43]=[CH:42][CH:41]=1)[C@@H:9]([C:11]1[C:20]2[C:15](=[CH:16][CH:17]=[CH:18][CH:19]=2)[CH:14]=[CH:13][CH:12]=1)[CH3:10])=[O:7])([CH3:4])([CH3:3])[CH3:2].C1COCC1.[OH-].[Na+].Cl, predict the reaction product. The product is: [C:1]([O:5][C:6]([N:8]([CH2:21][CH:22]1[CH2:27][CH2:26][N:25]([C:28]2[C:29]([F:39])=[CH:30][C:31]([C:32]([OH:34])=[O:33])=[CH:36][C:37]=2[F:38])[CH2:24][CH:23]1[C:40]1[CH:41]=[CH:42][CH:43]=[CH:44][CH:45]=1)[C@@H:9]([C:11]1[C:20]2[C:15](=[CH:16][CH:17]=[CH:18][CH:19]=2)[CH:14]=[CH:13][CH:12]=1)[CH3:10])=[O:7])([CH3:2])([CH3:3])[CH3:4]. (3) The product is: [CH:1]([CH:4]1[C:9]2=[CH:10][C:11]3[CH:12]=[CH:13][C:14]([S:17][CH3:18])=[CH:15][C:16]=3[N:8]2[CH2:7][CH2:6][N:5]1[C:29]1[N:34]=[C:33]([C:35]([F:37])([F:38])[F:36])[C:32]([C:39]([O:41][CH2:42][CH3:43])=[O:40])=[CH:31][N:30]=1)([CH3:3])[CH3:2]. Given the reactants [CH:1]([CH:4]1[C:9]2=[CH:10][C:11]3[CH:12]=[CH:13][C:14]([S:17][CH3:18])=[CH:15][C:16]=3[N:8]2[CH2:7][CH2:6][NH:5]1)([CH3:3])[CH3:2].CCN(C(C)C)C(C)C.Cl[C:29]1[N:34]=[C:33]([C:35]([F:38])([F:37])[F:36])[C:32]([C:39]([O:41][CH2:42][CH3:43])=[O:40])=[CH:31][N:30]=1, predict the reaction product. (4) Given the reactants [C:1]([O:5][CH:6]([C:11]1[C:12]([CH:36]([CH3:38])[CH3:37])=[N:13][C:14]2[C:15]([CH3:35])([CH3:34])[CH2:16][N:17](C(=O)C(F)(F)F)[CH2:18][C:19]=2[C:20]=1[C:21]1[CH:26]=[CH:25][C:24]([F:27])=[CH:23][CH:22]=1)[C:7]([O:9]C)=[O:8])([CH3:4])([CH3:3])[CH3:2].[OH-].[Na+].CC#N.O, predict the reaction product. The product is: [C:1]([O:5][CH:6]([C:11]1[C:12]([CH:36]([CH3:38])[CH3:37])=[N:13][C:14]2[C:15]([CH3:35])([CH3:34])[CH2:16][NH:17][CH2:18][C:19]=2[C:20]=1[C:21]1[CH:22]=[CH:23][C:24]([F:27])=[CH:25][CH:26]=1)[C:7]([OH:9])=[O:8])([CH3:4])([CH3:3])[CH3:2]. (5) Given the reactants Cl.[CH3:2][N:3]([CH3:24])[C:4]([C:10]1[CH:15]=[CH:14][C:13]([NH:16][C:17]([C@H:19]2[CH2:23][CH2:22][CH2:21][NH:20]2)=[O:18])=[CH:12][CH:11]=1)=[N:5][S:6]([CH3:9])(=[O:8])=[O:7].[Cl:25][C:26]1[CH:31]=[CH:30][C:29]([N:32]=[C:33]=[O:34])=[CH:28][CH:27]=1, predict the reaction product. The product is: [CH3:2][N:3]([CH3:24])[C:4]([C:10]1[CH:11]=[CH:12][C:13]([NH:16][C:17]([C@H:19]2[CH2:23][CH2:22][CH2:21][N:20]2[C:33]([NH:32][C:29]2[CH:30]=[CH:31][C:26]([Cl:25])=[CH:27][CH:28]=2)=[O:34])=[O:18])=[CH:14][CH:15]=1)=[N:5][S:6]([CH3:9])(=[O:8])=[O:7]. (6) The product is: [C:1]([C:5]1[CH:10]=[CH:9][C:8]([S:11]([N:14]([C:15]2[CH:20]=[CH:19][C:18]([CH3:21])=[CH:17][CH:16]=2)[CH2:22][C:23]([N:29]([CH2:30][CH2:31][OH:32])[CH2:28][CH2:27][OH:26])=[O:25])(=[O:13])=[O:12])=[CH:7][CH:6]=1)([CH3:3])([CH3:2])[CH3:4]. Given the reactants [C:1]([C:5]1[CH:10]=[CH:9][C:8]([S:11]([N:14]([CH2:22][C:23]([OH:25])=O)[C:15]2[CH:20]=[CH:19][C:18]([CH3:21])=[CH:17][CH:16]=2)(=[O:13])=[O:12])=[CH:7][CH:6]=1)([CH3:4])([CH3:3])[CH3:2].[OH:26][CH2:27][CH2:28][NH:29][CH2:30][CH2:31][OH:32], predict the reaction product.